From a dataset of Full USPTO retrosynthesis dataset with 1.9M reactions from patents (1976-2016). Predict the reactants needed to synthesize the given product. (1) Given the product [Cl:1][C:2]1[N:3]([CH2:10][C@@:11]([OH:12])([CH3:14])[CH2:13][N:18]2[CH2:17][CH2:16][N:15]([C:21]([O:23][C:24]([CH3:27])([CH3:26])[CH3:25])=[O:22])[CH2:20][CH2:19]2)[CH:4]=[C:5]([N+:7]([O-:9])=[O:8])[N:6]=1, predict the reactants needed to synthesize it. The reactants are: [Cl:1][C:2]1[N:3]([CH2:10][C@@:11]2([CH3:14])[CH2:13][O:12]2)[CH:4]=[C:5]([N+:7]([O-:9])=[O:8])[N:6]=1.[N:15]1([C:21]([O:23][C:24]([CH3:27])([CH3:26])[CH3:25])=[O:22])[CH2:20][CH2:19][NH:18][CH2:17][CH2:16]1.CN(C=O)C. (2) Given the product [Br:9][C:10]1[CH:11]=[C:12]([CH:16]=[C:17]([S:8][CH:3]2[CH2:7][CH2:6][CH2:5][CH2:4]2)[CH:18]=1)[C:13]([OH:15])=[O:14], predict the reactants needed to synthesize it. The reactants are: [H-].[Na+].[CH:3]1([SH:8])[CH2:7][CH2:6][CH2:5][CH2:4]1.[Br:9][C:10]1[CH:11]=[C:12]([CH:16]=[C:17](Br)[CH:18]=1)[C:13]([OH:15])=[O:14].Cl. (3) Given the product [NH2:1][C@@H:4]1[CH2:8][CH2:7][C@H:6]([O:9][Si:10]([C:23]([CH3:25])([CH3:24])[CH3:26])([C:11]2[CH:16]=[CH:15][CH:14]=[CH:13][CH:12]=2)[C:17]2[CH:22]=[CH:21][CH:20]=[CH:19][CH:18]=2)[C@@:5]1([CH3:28])[OH:27], predict the reactants needed to synthesize it. The reactants are: [N:1]([C@@H:4]1[CH2:8][CH2:7][C@H:6]([O:9][Si:10]([C:23]([CH3:26])([CH3:25])[CH3:24])([C:17]2[CH:22]=[CH:21][CH:20]=[CH:19][CH:18]=2)[C:11]2[CH:16]=[CH:15][CH:14]=[CH:13][CH:12]=2)[C@@:5]1([CH3:28])[OH:27])=[N+]=[N-]. (4) Given the product [ClH:30].[ClH:30].[ClH:30].[CH:1]1([CH2:7][CH2:8][O:9][C:10]2[CH:11]=[CH:12][C:13]([CH2:16][N:17]3[CH2:22][CH2:21][NH:20][CH2:19][CH2:18]3)=[N:14][CH:15]=2)[CH2:6][CH2:5][CH2:4][CH2:3][CH2:2]1, predict the reactants needed to synthesize it. The reactants are: [CH:1]1([CH2:7][CH2:8][O:9][C:10]2[CH:11]=[CH:12][C:13]([CH2:16][N:17]3[CH2:22][CH2:21][N:20](C(OC(C)(C)C)=O)[CH2:19][CH2:18]3)=[N:14][CH:15]=2)[CH2:6][CH2:5][CH2:4][CH2:3][CH2:2]1.[ClH:30].O1CCOCC1. (5) Given the product [Cl:15][C:16]1[CH:17]=[CH:18][C:19]([C:22]2[CH:23]=[CH:24][C:25]([C:28]#[C:29][C:2]3[CH:7]=[CH:6][C:5]([NH:8][CH2:9][C@@H:10]4[CH2:14][CH2:13][CH2:12][NH:11]4)=[CH:4][CH:3]=3)=[N:26][CH:27]=2)=[CH:20][CH:21]=1, predict the reactants needed to synthesize it. The reactants are: I[C:2]1[CH:7]=[CH:6][C:5]([NH:8][CH2:9][C@@H:10]2[CH2:14][CH2:13][CH2:12][NH:11]2)=[CH:4][CH:3]=1.[Cl:15][C:16]1[CH:21]=[CH:20][C:19]([C:22]2[CH:23]=[CH:24][C:25]([C:28]#[CH:29])=[N:26][CH:27]=2)=[CH:18][CH:17]=1. (6) The reactants are: [H-].[Na+].P(=O)([O-])O[C:5]([CH3:17])(C)[C:6]([O:8][CH2:9][C:10]1[CH:15]=[CH:14][CH:13]=[CH:12][CH:11]=1)=[O:7].[C:20]([C:23]1[CH:28]=[CH:27][CH:26]=[CH:25][N:24]=1)(=O)[CH3:21].[CH2:29]1COCC1. Given the product [CH2:9]([O:8][C:6](=[O:7])/[CH:5]=[C:17](/[C:23]1[CH:28]=[CH:27][CH:26]=[CH:25][N:24]=1)\[CH3:29])[C:10]1[CH:11]=[CH:12][CH:13]=[CH:14][CH:15]=1.[CH2:9]([O:8][C:6](=[O:7])/[CH:21]=[C:20](\[C:23]1[CH:28]=[CH:27][CH:26]=[CH:25][N:24]=1)/[CH3:29])[C:10]1[CH:15]=[CH:14][CH:13]=[CH:12][CH:11]=1, predict the reactants needed to synthesize it.